From a dataset of Full USPTO retrosynthesis dataset with 1.9M reactions from patents (1976-2016). Predict the reactants needed to synthesize the given product. (1) Given the product [CH3:1][O:2][C:3]1[CH:4]=[CH:5][C:6]([NH:13][C:37]([NH:36][CH2:35][C:34]2[CH:33]=[CH:32][C:31]([C:30]([F:29])([F:42])[F:41])=[CH:40][CH:39]=2)=[O:38])=[C:7]2[C:12]=1[CH:11]=[N:10][CH:9]=[CH:8]2, predict the reactants needed to synthesize it. The reactants are: [CH3:1][O:2][C:3]1[C:12]2[CH:11]=[N:10][CH:9]=[CH:8][C:7]=2[C:6]([NH2:13])=[CH:5][CH:4]=1.COC1C=CC([N+]([O-])=O)=C2C=1C=NC=C2.[F:29][C:30]([F:42])([F:41])[C:31]1[CH:40]=[CH:39][C:34]([CH2:35][N:36]=[C:37]=[O:38])=[CH:33][CH:32]=1. (2) Given the product [C:2]([C:7]1[CH:12]=[C:11]([CH2:13][N:14]2[N:18]=[C:17]([NH:19][C:31]([C:27]3[N:28]=[CH:29][O:30][C:26]=3[C:20]3[CH:21]=[CH:22][CH:23]=[CH:24][CH:25]=3)=[O:32])[CH:16]=[N:15]2)[CH:10]=[CH:9][N:8]=1)(=[O:6])[CH3:1], predict the reactants needed to synthesize it. The reactants are: [CH3:1][C:2]1([C:7]2[CH:12]=[C:11]([CH2:13][N:14]3[N:18]=[C:17]([NH2:19])[CH:16]=[N:15]3)[CH:10]=[CH:9][N:8]=2)[O:6]CCO1.[C:20]1([C:26]2[O:30][CH:29]=[N:28][C:27]=2[C:31](O)=[O:32])[CH:25]=[CH:24][CH:23]=[CH:22][CH:21]=1.